This data is from Reaction yield outcomes from USPTO patents with 853,638 reactions. The task is: Predict the reaction yield, written as a fraction of the theoretical maximum amount of product (1.0 means a 100% yield; for example, 0.34 means a 34% yield). The reactants are C(O)(C(F)(F)F)=O.[S:8]([O-:39])([O:11][N:12]1[C:18](=[O:19])[N:17]2[CH2:20][C@H:13]1[CH2:14][CH2:15][C@H:16]2[C:21]1[S:22][C:23]([CH:26]2[CH2:31][CH2:30][N:29](C(OC(C)(C)C)=O)[CH2:28][CH2:27]2)=[N:24][N:25]=1)(=[O:10])=[O:9].[Na+]. The catalyst is C(Cl)Cl.CCOCC. The product is [S:8]([OH:39])([O:11][N:12]1[C:18](=[O:19])[N:17]2[CH2:20][C@H:13]1[CH2:14][CH2:15][C@H:16]2[C:21]1[S:22][C:23]([CH:26]2[CH2:31][CH2:30][NH:29][CH2:28][CH2:27]2)=[N:24][N:25]=1)(=[O:9])=[O:10]. The yield is 0.250.